Task: Predict the reaction yield, written as a fraction of the theoretical maximum amount of product (1.0 means a 100% yield; for example, 0.34 means a 34% yield).. Dataset: Reaction yield outcomes from USPTO patents with 853,638 reactions (1) The reactants are [CH3:1][O:2][C:3]1[CH:4]=[C:5](O)[C:6](=[C:9]([O:11][CH3:12])[CH:10]=1)[CH:7]=O.[CH3:14][O:15][C:16]1[CH:29]=[CH:28][C:19]([CH2:20][S:21]([CH2:24][C:25]([OH:27])=[O:26])(=[O:23])=[O:22])=[CH:18][CH:17]=1. The catalyst is C(O)(=O)C. The product is [CH3:14][O:15][C:16]1[CH:17]=[CH:18][C:19]([CH2:20][S:21]([C:24]2[C:25](=[O:27])[O:26][C:5]3[C:6]([CH:7]=2)=[C:9]([O:11][CH3:12])[CH:10]=[C:3]([O:2][CH3:1])[CH:4]=3)(=[O:22])=[O:23])=[CH:28][CH:29]=1. The yield is 0.580. (2) The reactants are [C:1]1(B(O)O)[C:10]2[C:5](=[CH:6][CH:7]=[CH:8][CH:9]=2)[CH:4]=[CH:3][CH:2]=1.[Br:14][C:15]1[CH:20]=[CH:19][C:18](I)=[CH:17][CH:16]=1.C(=O)([O-])[O-].[Na+].[Na+]. The catalyst is C1C=CC([P]([Pd]([P](C2C=CC=CC=2)(C2C=CC=CC=2)C2C=CC=CC=2)([P](C2C=CC=CC=2)(C2C=CC=CC=2)C2C=CC=CC=2)[P](C2C=CC=CC=2)(C2C=CC=CC=2)C2C=CC=CC=2)(C2C=CC=CC=2)C2C=CC=CC=2)=CC=1.C1(C)C=CC=CC=1. The product is [Br:14][C:15]1[CH:20]=[CH:19][C:18]([C:1]2[C:10]3[C:5](=[CH:6][CH:7]=[CH:8][CH:9]=3)[CH:4]=[CH:3][CH:2]=2)=[CH:17][CH:16]=1. The yield is 0.810. (3) The reactants are [Br:1][C:2]1[N:7]=[CH:6][C:5]([CH:8]([C:10]2[C:18]3[C:13](=[N:14][CH:15]=[CH:16][CH:17]=3)[NH:12][CH:11]=2)O)=[CH:4][CH:3]=1.BrC1N=CC(C(OC)C2C3C(=NC=CC=3)NC=2)=CC=1.C([SiH](CC)CC)C.FC(F)(F)C(O)=O. The catalyst is C(#N)C. The product is [Br:1][C:2]1[N:7]=[CH:6][C:5]([CH2:8][C:10]2[C:18]3[C:13](=[N:14][CH:15]=[CH:16][CH:17]=3)[NH:12][CH:11]=2)=[CH:4][CH:3]=1. The yield is 0.600. (4) The reactants are [Br:1][C:2]1[CH:3]=[C:4]([C:8]2([C:12]3[CH:17]=[CH:16][CH:15]=[C:14]([Br:18])[CH:13]=3)[CH2:11][NH:10][CH2:9]2)[CH:5]=[CH:6][CH:7]=1.I[C:20]1[CH:25]=[CH:24][CH:23]=[CH:22][CH:21]=1.CC1(C)C2C(=C(P(C3C=CC=CC=3)C3C=CC=CC=3)C=CC=2)OC2C(P(C3C=CC=CC=3)C3C=CC=CC=3)=CC=CC1=2.CC(C)([O-])C.[Na+]. The catalyst is O1CCOCC1.C1C=CC(/C=C/C(/C=C/C2C=CC=CC=2)=O)=CC=1.C1C=CC(/C=C/C(/C=C/C2C=CC=CC=2)=O)=CC=1.C1C=CC(/C=C/C(/C=C/C2C=CC=CC=2)=O)=CC=1.[Pd].[Pd].ClCCl.O. The product is [Br:1][C:2]1[CH:3]=[C:4]([C:8]2([C:12]3[CH:17]=[CH:16][CH:15]=[C:14]([Br:18])[CH:13]=3)[CH2:9][N:10]([C:20]3[CH:25]=[CH:24][CH:23]=[CH:22][CH:21]=3)[CH2:11]2)[CH:5]=[CH:6][CH:7]=1. The yield is 0.580. (5) The reactants are [S:1]1[CH2:6][CH:5]=[C:4]([C:7]2[CH:8]=[CH:9][C:10]([NH2:13])=[N:11][CH:12]=2)[CH2:3][CH2:2]1. The catalyst is CO.C(Cl)Cl.[Pd]. The product is [S:1]1[CH2:2][CH2:3][CH:4]([C:7]2[CH:8]=[CH:9][C:10]([NH2:13])=[N:11][CH:12]=2)[CH2:5][CH2:6]1. The yield is 0.910. (6) The reactants are C([NH:5][S:6]([C:9]1[CH:14]=[CH:13][CH:12]=[C:11]([C:15]2[N:19]=[CH:18][N:17]([C:20]3[CH:25]=[C:24]([C:26]([F:29])([F:28])[F:27])[CH:23]=[C:22]([C:30]4[CH:35]=[CH:34][C:33]([C:36]([F:39])([F:38])[F:37])=[CH:32][CH:31]=4)[N:21]=3)[N:16]=2)[CH:10]=1)(=[O:8])=[O:7])(C)(C)C.C(O)(C(F)(F)F)=O. The catalyst is ClCCl. The product is [F:29][C:26]([F:27])([F:28])[C:24]1[CH:23]=[C:22]([C:30]2[CH:31]=[CH:32][C:33]([C:36]([F:39])([F:38])[F:37])=[CH:34][CH:35]=2)[N:21]=[C:20]([N:17]2[CH:18]=[N:19][C:15]([C:11]3[CH:10]=[C:9]([S:6]([NH2:5])(=[O:8])=[O:7])[CH:14]=[CH:13][CH:12]=3)=[N:16]2)[CH:25]=1. The yield is 0.270. (7) The reactants are [F:1][C:2]1[CH:16]=[C:15]([N+:17]([O-])=O)[CH:14]=[CH:13][C:3]=1[O:4][C:5]1[CH:10]=[CH:9][N:8]=[CH:7][C:6]=1[CH:11]=[CH2:12]. The catalyst is [C].[Pd].CCOC(C)=O.CO. The product is [CH2:11]([C:6]1[CH:7]=[N:8][CH:9]=[CH:10][C:5]=1[O:4][C:3]1[CH:13]=[CH:14][C:15]([NH2:17])=[CH:16][C:2]=1[F:1])[CH3:12]. The yield is 0.630. (8) The yield is 0.490. The product is [F:17][C:18]1[CH:19]=[CH:20][C:21]([N:24]2[CH2:29][CH2:28][N:27]([C:2]3[C:3]([CH3:16])=[C:4]([O:14][CH3:15])[C:5]4[O:9][C:8]([CH3:11])([CH3:10])[CH2:7][C:6]=4[C:12]=3[CH3:13])[CH2:26][CH2:25]2)=[CH:22][CH:23]=1. The reactants are Br[C:2]1[C:3]([CH3:16])=[C:4]([O:14][CH3:15])[C:5]2[O:9][C:8]([CH3:11])([CH3:10])[CH2:7][C:6]=2[C:12]=1[CH3:13].[F:17][C:18]1[CH:23]=[CH:22][C:21]([N:24]2[CH2:29][CH2:28][NH:27][CH2:26][CH2:25]2)=[CH:20][CH:19]=1. No catalyst specified.